Dataset: Forward reaction prediction with 1.9M reactions from USPTO patents (1976-2016). Task: Predict the product of the given reaction. (1) Given the reactants I[C:2]1[CH:7]=[CH:6][N:5]=[CH:4][C:3]=1[NH:8][CH2:9][C:10](=[O:13])[CH2:11][CH3:12].[F:14][C:15]1[CH:20]=[CH:19][C:18](B(O)O)=[C:17]([O:24][CH3:25])[CH:16]=1, predict the reaction product. The product is: [F:14][C:15]1[CH:20]=[CH:19][C:18]([C:2]2[CH:7]=[CH:6][N:5]=[CH:4][C:3]=2[NH:8][CH2:9][C:10](=[O:13])[CH2:11][CH3:12])=[C:17]([O:24][CH3:25])[CH:16]=1. (2) The product is: [F:43][C:2]([F:1])([F:42])[C:3]1[CH:4]=[C:5]([CH:35]=[C:36]([C:38]([F:39])([F:40])[F:41])[CH:37]=1)[CH2:6][N:7]([CH2:23][C:24]1[CH:29]=[C:28]([C:30]([F:33])([F:32])[F:31])[CH:27]=[CH:26][C:25]=1[O:34][C:51]1[CH:52]=[C:47]([Cl:46])[N:48]=[CH:49][N:50]=1)[C:8]1[N:9]=[CH:10][C:11]([O:14][CH2:15][CH2:16][CH2:17][C:18]([O:20][CH2:21][CH3:22])=[O:19])=[CH:12][N:13]=1. Given the reactants [F:1][C:2]([F:43])([F:42])[C:3]1[CH:4]=[C:5]([CH:35]=[C:36]([C:38]([F:41])([F:40])[F:39])[CH:37]=1)[CH2:6][N:7]([CH2:23][C:24]1[CH:29]=[C:28]([C:30]([F:33])([F:32])[F:31])[CH:27]=[CH:26][C:25]=1[OH:34])[C:8]1[N:13]=[CH:12][C:11]([O:14][CH2:15][CH2:16][CH2:17][C:18]([O:20][CH2:21][CH3:22])=[O:19])=[CH:10][N:9]=1.[H-].[Na+].[Cl:46][C:47]1[CH:52]=[C:51](Cl)[N:50]=[CH:49][N:48]=1.O, predict the reaction product. (3) Given the reactants Cl[C:2]1[C:6]2[CH:7]=[CH:8][CH:9]=[CH:10][C:5]=2[S:4](=[O:12])(=[O:11])[N:3]=1.[Cl:13][C:14]1[CH:19]=[CH:18][C:17]([NH:20][C:21]([N:23]2[CH2:28][CH2:27][NH:26][CH2:25][CH:24]2[C:29]2[CH:34]=[CH:33][CH:32]=[CH:31][CH:30]=2)=[O:22])=[CH:16][CH:15]=1, predict the reaction product. The product is: [Cl:13][C:14]1[CH:15]=[CH:16][C:17]([NH:20][C:21]([N:23]2[CH2:28][CH2:27][N:26]([C:2]3[C:6]4[CH:7]=[CH:8][CH:9]=[CH:10][C:5]=4[S:4](=[O:12])(=[O:11])[N:3]=3)[CH2:25][CH:24]2[C:29]2[CH:30]=[CH:31][CH:32]=[CH:33][CH:34]=2)=[O:22])=[CH:18][CH:19]=1. (4) The product is: [ClH:11].[NH2:1][C:2]1[CH:3]=[C:4]([CH:7]=[C:8]([NH:10][C:12]2[C:21]3[C:16](=[CH:17][C:18]([Cl:22])=[CH:19][CH:20]=3)[N:15]=[CH:14][CH:13]=2)[CH:9]=1)[C:5]#[N:6]. Given the reactants [NH2:1][C:2]1[CH:3]=[C:4]([CH:7]=[C:8]([NH2:10])[CH:9]=1)[C:5]#[N:6].[Cl:11][C:12]1[C:21]2[C:16](=[CH:17][C:18]([Cl:22])=[CH:19][CH:20]=2)[N:15]=[CH:14][CH:13]=1, predict the reaction product. (5) Given the reactants Br[C:2]1[CH:3]=[C:4]2[C:9](=[CH:10][CH:11]=1)[N:8]=[CH:7][C:6]([N+:12]([O-:14])=[O:13])=[C:5]2[CH2:15][C:16]1[CH:21]=[CH:20][C:19]([C:22]([CH3:26])([CH3:25])[C:23]#[N:24])=[CH:18][CH:17]=1.[CH3:27][N:28]1[CH2:33][CH2:32][NH:31][CH2:30][CH2:29]1.C([O-])([O-])=O.[Cs+].[Cs+].C1C=CC(P(C2C(C3C(P(C4C=CC=CC=4)C4C=CC=CC=4)=CC=C4C=3C=CC=C4)=C3C(C=CC=C3)=CC=2)C2C=CC=CC=2)=CC=1, predict the reaction product. The product is: [CH3:25][C:22]([C:19]1[CH:18]=[CH:17][C:16]([CH2:15][C:5]2[C:4]3[C:9](=[CH:10][CH:11]=[C:2]([N:31]4[CH2:32][CH2:33][N:28]([CH3:27])[CH2:29][CH2:30]4)[CH:3]=3)[N:8]=[CH:7][C:6]=2[N+:12]([O-:14])=[O:13])=[CH:21][CH:20]=1)([CH3:26])[C:23]#[N:24].[CH3:27][N:28]([CH3:29])[C:2]1[CH:3]=[C:4]2[C:9](=[CH:10][CH:11]=1)[N:8]=[CH:7][C:6]([N+:12]([O-:14])=[O:13])=[C:5]2[CH2:15][C:16]1[CH:21]=[CH:20][C:19]([C:22]([CH3:26])([CH3:25])[C:23]#[N:24])=[CH:18][CH:17]=1.